This data is from Catalyst prediction with 721,799 reactions and 888 catalyst types from USPTO. The task is: Predict which catalyst facilitates the given reaction. Reactant: [Si:1]([O:8][C@@H:9]([CH2:14][N:15]([C:20]1[CH:25]=[CH:24][C:23]([O:26][C:27]2[CH:32]=[CH:31][C:30]([Cl:33])=[CH:29][CH:28]=2)=[CH:22][CH:21]=1)[S:16]([CH3:19])(=[O:18])=[O:17])[C:10]([O:12]C)=[O:11])([C:4]([CH3:7])([CH3:6])[CH3:5])([CH3:3])[CH3:2].[Li+].[OH-].CCOC(C)=O.O.Cl. Product: [Si:1]([O:8][C@@H:9]([CH2:14][N:15]([C:20]1[CH:21]=[CH:22][C:23]([O:26][C:27]2[CH:32]=[CH:31][C:30]([Cl:33])=[CH:29][CH:28]=2)=[CH:24][CH:25]=1)[S:16]([CH3:19])(=[O:17])=[O:18])[C:10]([OH:12])=[O:11])([C:4]([CH3:7])([CH3:6])[CH3:5])([CH3:3])[CH3:2]. The catalyst class is: 1.